Task: Regression. Given a peptide amino acid sequence and an MHC pseudo amino acid sequence, predict their binding affinity value. This is MHC class I binding data.. Dataset: Peptide-MHC class I binding affinity with 185,985 pairs from IEDB/IMGT (1) The peptide sequence is AINSEMFLL. The MHC is HLA-B51:01 with pseudo-sequence HLA-B51:01. The binding affinity (normalized) is 0. (2) The peptide sequence is RFKRTSFFL. The MHC is HLA-B07:02 with pseudo-sequence HLA-B07:02. The binding affinity (normalized) is 0. (3) The peptide sequence is INVEYRFL. The MHC is H-2-Kb with pseudo-sequence H-2-Kb. The binding affinity (normalized) is 0.881. (4) The peptide sequence is YTDEVYDYL. The MHC is HLA-A02:01 with pseudo-sequence HLA-A02:01. The binding affinity (normalized) is 0.718. (5) The peptide sequence is KLIDVSKCI. The MHC is HLA-A29:02 with pseudo-sequence HLA-A29:02. The binding affinity (normalized) is 0.0847. (6) The peptide sequence is SVLANVTNM. The MHC is H-2-Kb with pseudo-sequence H-2-Kb. The binding affinity (normalized) is 0.285. (7) The peptide sequence is HLPELIWRS. The MHC is HLA-A02:11 with pseudo-sequence HLA-A02:11. The binding affinity (normalized) is 0.695. (8) The peptide sequence is TIHLATAPK. The MHC is HLA-A68:02 with pseudo-sequence HLA-A68:02. The binding affinity (normalized) is 0.387. (9) The peptide sequence is DTWHGFKNM. The MHC is HLA-B39:01 with pseudo-sequence HLA-B39:01. The binding affinity (normalized) is 0.0847. (10) The peptide sequence is KFYGPFVDR. The MHC is HLA-B14:02 with pseudo-sequence HLA-B14:02. The binding affinity (normalized) is 0.0656.